This data is from NCI-60 drug combinations with 297,098 pairs across 59 cell lines. The task is: Regression. Given two drug SMILES strings and cell line genomic features, predict the synergy score measuring deviation from expected non-interaction effect. (1) Drug 1: C1=C(C(=O)NC(=O)N1)F. Drug 2: CCN(CC)CCCC(C)NC1=C2C=C(C=CC2=NC3=C1C=CC(=C3)Cl)OC. Cell line: HCT-15. Synergy scores: CSS=46.5, Synergy_ZIP=1.20, Synergy_Bliss=-0.647, Synergy_Loewe=2.11, Synergy_HSA=3.73. (2) Drug 1: C1CC(C1)(C(=O)O)C(=O)O.[NH2-].[NH2-].[Pt+2]. Cell line: SF-539. Synergy scores: CSS=16.1, Synergy_ZIP=2.55, Synergy_Bliss=5.69, Synergy_Loewe=5.01, Synergy_HSA=5.54. Drug 2: C(CCl)NC(=O)N(CCCl)N=O. (3) Drug 1: C1CN1C2=NC(=NC(=N2)N3CC3)N4CC4. Drug 2: CC(CN1CC(=O)NC(=O)C1)N2CC(=O)NC(=O)C2. Cell line: MDA-MB-435. Synergy scores: CSS=14.6, Synergy_ZIP=-0.137, Synergy_Bliss=4.77, Synergy_Loewe=2.09, Synergy_HSA=4.12. (4) Drug 1: C1=CC(=CC=C1CCC2=CNC3=C2C(=O)NC(=N3)N)C(=O)NC(CCC(=O)O)C(=O)O. Drug 2: CC1=C2C(C(=O)C3(C(CC4C(C3C(C(C2(C)C)(CC1OC(=O)C(C(C5=CC=CC=C5)NC(=O)OC(C)(C)C)O)O)OC(=O)C6=CC=CC=C6)(CO4)OC(=O)C)O)C)O. Cell line: HOP-92. Synergy scores: CSS=34.3, Synergy_ZIP=-3.12, Synergy_Bliss=-1.75, Synergy_Loewe=-8.56, Synergy_HSA=1.84. (5) Synergy scores: CSS=42.4, Synergy_ZIP=5.86, Synergy_Bliss=6.56, Synergy_Loewe=-4.62, Synergy_HSA=6.49. Drug 2: COC1=C(C=C2C(=C1)N=CN=C2NC3=CC(=C(C=C3)F)Cl)OCCCN4CCOCC4. Cell line: NCI-H522. Drug 1: CCCS(=O)(=O)NC1=C(C(=C(C=C1)F)C(=O)C2=CNC3=C2C=C(C=N3)C4=CC=C(C=C4)Cl)F. (6) Drug 1: CNC(=O)C1=CC=CC=C1SC2=CC3=C(C=C2)C(=NN3)C=CC4=CC=CC=N4. Drug 2: C1=NC2=C(N=C(N=C2N1C3C(C(C(O3)CO)O)F)Cl)N. Cell line: PC-3. Synergy scores: CSS=18.8, Synergy_ZIP=4.16, Synergy_Bliss=5.60, Synergy_Loewe=-4.43, Synergy_HSA=3.58. (7) Drug 1: CCC1=CC2CC(C3=C(CN(C2)C1)C4=CC=CC=C4N3)(C5=C(C=C6C(=C5)C78CCN9C7C(C=CC9)(C(C(C8N6C)(C(=O)OC)O)OC(=O)C)CC)OC)C(=O)OC.C(C(C(=O)O)O)(C(=O)O)O. Drug 2: CC1=C(N=C(N=C1N)C(CC(=O)N)NCC(C(=O)N)N)C(=O)NC(C(C2=CN=CN2)OC3C(C(C(C(O3)CO)O)O)OC4C(C(C(C(O4)CO)O)OC(=O)N)O)C(=O)NC(C)C(C(C)C(=O)NC(C(C)O)C(=O)NCCC5=NC(=CS5)C6=NC(=CS6)C(=O)NCCC[S+](C)C)O. Cell line: SNB-75. Synergy scores: CSS=20.7, Synergy_ZIP=-0.277, Synergy_Bliss=1.23, Synergy_Loewe=0.827, Synergy_HSA=0.924. (8) Drug 1: C1CC(=O)NC(=O)C1N2CC3=C(C2=O)C=CC=C3N. Drug 2: CC1C(C(CC(O1)OC2CC(CC3=C2C(=C4C(=C3O)C(=O)C5=C(C4=O)C(=CC=C5)OC)O)(C(=O)C)O)N)O.Cl. Cell line: UO-31. Synergy scores: CSS=13.3, Synergy_ZIP=-2.76, Synergy_Bliss=3.71, Synergy_Loewe=-20.7, Synergy_HSA=3.45. (9) Drug 1: C1=CC=C(C(=C1)C(C2=CC=C(C=C2)Cl)C(Cl)Cl)Cl. Drug 2: COCCOC1=C(C=C2C(=C1)C(=NC=N2)NC3=CC=CC(=C3)C#C)OCCOC.Cl. Cell line: IGROV1. Synergy scores: CSS=7.91, Synergy_ZIP=2.68, Synergy_Bliss=0.459, Synergy_Loewe=-9.68, Synergy_HSA=-0.898.